Dataset: Catalyst prediction with 721,799 reactions and 888 catalyst types from USPTO. Task: Predict which catalyst facilitates the given reaction. (1) Reactant: [O:1]=[C:2]1[C:7]2([CH2:11][CH2:10][CH2:9][CH2:8]2)[NH:6][CH2:5][C@@H:4]([C:12]2[CH:17]=[CH:16][CH:15]=[CH:14][CH:13]=2)[N:3]1[CH2:18][C:19]([O:21]CC)=[O:20].[Li+].[OH-].[ClH:26]. Product: [ClH:26].[O:1]=[C:2]1[C:7]2([CH2:8][CH2:9][CH2:10][CH2:11]2)[NH:6][CH2:5][C@@H:4]([C:12]2[CH:17]=[CH:16][CH:15]=[CH:14][CH:13]=2)[N:3]1[CH2:18][C:19]([OH:21])=[O:20]. The catalyst class is: 20. (2) Reactant: C([O:3][C:4](=[O:34])[CH2:5][N:6]([C:31](=[O:33])[CH3:32])[C:7]1[CH:12]=[CH:11][CH:10]=[C:9]([CH2:13][O:14][C:15]2[CH:20]=[CH:19][C:18]([C:21]3[CH:26]=[C:25]([F:27])[C:24]([F:28])=[CH:23][C:22]=3[O:29][CH3:30])=[CH:17][CH:16]=2)[CH:8]=1)C.O.[OH-].[Li+].O1CCCC1. Product: [C:31]([N:6]([CH2:5][C:4]([OH:34])=[O:3])[C:7]1[CH:12]=[CH:11][CH:10]=[C:9]([CH2:13][O:14][C:15]2[CH:16]=[CH:17][C:18]([C:21]3[CH:26]=[C:25]([F:27])[C:24]([F:28])=[CH:23][C:22]=3[O:29][CH3:30])=[CH:19][CH:20]=2)[CH:8]=1)(=[O:33])[CH3:32]. The catalyst class is: 6. (3) Product: [Cl:1][CH2:2][CH2:3][CH2:4][S:5]([N:8]([C:9]1[CH:10]=[CH:11][CH:12]=[C:13]([C:15]([N:17]2[CH2:18][CH2:19][CH:20]([C:23]3[CH:28]=[CH:27][C:26]([C:29]#[N:30])=[CH:25][CH:24]=3)[CH2:21][CH2:22]2)=[O:16])[CH:14]=1)[C:34](=[O:33])[O:36][C:37]([CH3:40])([CH3:39])[CH3:38])(=[O:6])=[O:7]. Reactant: [Cl:1][CH2:2][CH2:3][CH2:4][S:5]([NH:8][C:9]1[CH:14]=[C:13]([C:15]([N:17]2[CH2:22][CH2:21][CH:20]([C:23]3[CH:28]=[CH:27][C:26]([C:29]#[N:30])=[CH:25][CH:24]=3)[CH2:19][CH2:18]2)=[O:16])[CH:12]=[CH:11][C:10]=1C)(=[O:7])=[O:6].C(=O)(OC(C)(C)C)[O:33][C:34]([O:36][C:37]([CH3:40])([CH3:39])[CH3:38])=O. The catalyst class is: 230.